Dataset: CYP3A4 inhibition data for predicting drug metabolism from PubChem BioAssay. Task: Regression/Classification. Given a drug SMILES string, predict its absorption, distribution, metabolism, or excretion properties. Task type varies by dataset: regression for continuous measurements (e.g., permeability, clearance, half-life) or binary classification for categorical outcomes (e.g., BBB penetration, CYP inhibition). Dataset: cyp3a4_veith. (1) The drug is C(=N/N1CCN(C2c3ccccc3-c3ccccc32)CC1)\c1cccnc1. The result is 1 (inhibitor). (2) The compound is NS(=O)(=O)c1cc2c(cc1Cl)N[C@@H]([C@@H]1C[C@@H]3C=C[C@H]1C3)NS2(=O)=O. The result is 1 (inhibitor). (3) The drug is Cn1cc(-c2nc3cncnc3n(CCN)c2=O)c2ccccc21. The result is 1 (inhibitor). (4) The compound is O=C(O)c1cncc(C(=O)O)c1. The result is 0 (non-inhibitor). (5) The compound is Clc1cnc(Oc2ccc(Oc3ncc(Cl)cc3Cl)cc2)c(Cl)c1. The result is 0 (non-inhibitor).